This data is from Forward reaction prediction with 1.9M reactions from USPTO patents (1976-2016). The task is: Predict the product of the given reaction. Given the reactants [OH:1][C:2]1[CH:3]=[C:4]([CH:7]=[C:8]([N+:11]([O-:13])=[O:12])[C:9]=1[OH:10])[CH:5]=O.[CH2:14]([N:16]([CH2:22][CH3:23])[C:17](=[O:21])[CH2:18][C:19]#[N:20])[CH3:15].C(O)(=O)C.N1CCCCC1, predict the reaction product. The product is: [CH2:14]([N:16]([CH2:22][CH3:23])[C:17](=[O:21])[C:18]([C:19]#[N:20])=[CH:5][C:4]1[CH:7]=[C:8]([N+:11]([O-:13])=[O:12])[C:9]([OH:10])=[C:2]([OH:1])[CH:3]=1)[CH3:15].